Task: Predict which catalyst facilitates the given reaction.. Dataset: Catalyst prediction with 721,799 reactions and 888 catalyst types from USPTO (1) Reactant: [N:1]1[C:6]2[CH2:7][CH2:8][CH2:9][C:5]=2[C:4](O)=[N:3][CH:2]=1.CCN(C(C)C)C(C)C.O=P(Cl)(Cl)[Cl:22]. Product: [Cl:22][C:4]1[C:5]2[CH2:9][CH2:8][CH2:7][C:6]=2[N:1]=[CH:2][N:3]=1. The catalyst class is: 26. (2) Product: [OH:4][CH2:5][C:6]1[CH:7]=[CH:8][C:9]([O:10][CH2:11][C:12]2[CH:13]=[C:14]([C:18]3[C:19]([CH3:30])=[CH:20][C:21]([O:25][CH2:26][C:27]([CH3:1])([OH:28])[CH3:29])=[CH:22][C:23]=3[CH3:24])[CH:15]=[CH:16][CH:17]=2)=[CH:31][CH:32]=1. Reactant: [CH3:1][Mg]I.[OH:4][CH2:5][C:6]1[CH:32]=[CH:31][C:9]([O:10][CH2:11][C:12]2[CH:13]=[C:14]([C:18]3[C:23]([CH3:24])=[CH:22][C:21]([O:25][CH2:26][C:27]([CH3:29])=[O:28])=[CH:20][C:19]=3[CH3:30])[CH:15]=[CH:16][CH:17]=2)=[CH:8][CH:7]=1. The catalyst class is: 1.